The task is: Predict the reaction yield, written as a fraction of the theoretical maximum amount of product (1.0 means a 100% yield; for example, 0.34 means a 34% yield).. This data is from Reaction yield outcomes from USPTO patents with 853,638 reactions. The reactants are Cl.[CH2:2]([O:9][C:10]1[CH:19]=[C:18]2[C:13]([C:14](Cl)=[CH:15][CH:16]=[N:17]2)=[CH:12][C:11]=1[CH2:21][CH2:22][CH2:23][CH3:24])[C:3]1[CH:8]=[CH:7][CH:6]=[CH:5][CH:4]=1.[NH:25]1[CH2:29][CH2:28][CH2:27][CH2:26]1. No catalyst specified. The product is [CH2:2]([O:9][C:10]1[CH:19]=[C:18]2[C:13]([C:14]([N:25]3[CH2:29][CH2:28][CH2:27][CH2:26]3)=[CH:15][CH:16]=[N:17]2)=[CH:12][C:11]=1[CH2:21][CH2:22][CH2:23][CH3:24])[C:3]1[CH:8]=[CH:7][CH:6]=[CH:5][CH:4]=1. The yield is 0.974.